This data is from Forward reaction prediction with 1.9M reactions from USPTO patents (1976-2016). The task is: Predict the product of the given reaction. (1) Given the reactants Br[C:2]1[O:6][C:5]([CH2:7][N:8]([CH2:19][CH:20]([CH3:22])[CH3:21])[S:9]([C:12]2[CH:17]=[CH:16][CH:15]=[CH:14][C:13]=2[Cl:18])(=[O:11])=[O:10])=[CH:4][CH:3]=1.[CH3:23][S:24]([C:27]1[CH:28]=[C:29](B(O)O)[CH:30]=[CH:31][CH:32]=1)(=[O:26])=[O:25].C([O-])([O-])=O.[Na+].[Na+], predict the reaction product. The product is: [Cl:18][C:13]1[CH:14]=[CH:15][CH:16]=[CH:17][C:12]=1[S:9]([N:8]([CH2:19][CH:20]([CH3:22])[CH3:21])[CH2:7][C:5]1[O:6][C:2]([C:31]2[CH:30]=[CH:29][CH:28]=[C:27]([S:24]([CH3:23])(=[O:26])=[O:25])[CH:32]=2)=[CH:3][CH:4]=1)(=[O:11])=[O:10]. (2) Given the reactants N(OCCC(C)C)=O.N[C:10]1[S:11][CH:12]=[C:13]([C:15]2[CH:20]=[CH:19][C:18]([C:21]3([C:24]([N:26]4[CH2:30][CH2:29][C@@:28]5([C:34]6[CH:35]=[CH:36][CH:37]=[CH:38][C:33]=6[C:32](=[O:39])[O:31]5)[CH2:27]4)=[O:25])[CH2:23][CH2:22]3)=[CH:17][CH:16]=2)[N:14]=1, predict the reaction product. The product is: [S:11]1[CH:12]=[C:13]([C:15]2[CH:20]=[CH:19][C:18]([C:21]3([C:24]([N:26]4[CH2:30][CH2:29][C@@:28]5([C:34]6[CH:35]=[CH:36][CH:37]=[CH:38][C:33]=6[C:32](=[O:39])[O:31]5)[CH2:27]4)=[O:25])[CH2:23][CH2:22]3)=[CH:17][CH:16]=2)[N:14]=[CH:10]1. (3) Given the reactants [N+:1]([C:4]1[CH:5]=[CH:6][C:7]([O:15][C:16]2[CH:21]=[C:20]([F:22])[CH:19]=[C:18]([F:23])[CH:17]=2)=[C:8]([CH:14]=1)[C:9]([O:11][CH2:12][CH3:13])=[O:10])([O-])=O.NC1C=CC=CC=1, predict the reaction product. The product is: [NH2:1][C:4]1[CH:5]=[CH:6][C:7]([O:15][C:16]2[CH:17]=[C:18]([F:23])[CH:19]=[C:20]([F:22])[CH:21]=2)=[C:8]([CH:14]=1)[C:9]([O:11][CH2:12][CH3:13])=[O:10]. (4) Given the reactants [Cl:1][C:2]1[CH:17]=[CH:16][CH:15]=[C:14]([CH3:18])[C:3]=1[C:4]([NH:6][CH2:7][CH2:8][N:9]1[CH2:13][CH2:12][CH2:11][CH2:10]1)=[O:5].CN(P(N(C)C)(N(C)C)=O)C.C([Li])CCC.CON(C)[C:38](=O)[C@@H:39]([NH:41]C(=O)OC(C)(C)C)[CH3:40], predict the reaction product. The product is: [NH2:41][C@H:39]([C:40]1[N:6]([CH2:7][CH2:8][N:9]2[CH2:13][CH2:12][CH2:11][CH2:10]2)[C:4](=[O:5])[C:3]2[C:14]([CH:18]=1)=[CH:15][CH:16]=[CH:17][C:2]=2[Cl:1])[CH3:38]. (5) Given the reactants C[O:2][C:3]1[CH:12]=[C:11]2[C:6]([CH:7]=[C:8]([C:13]3[CH:18]=[CH:17][CH:16]=[C:15]([O:19]C)[CH:14]=3)[CH:9]=[N:10]2)=[CH:5][CH:4]=1.[Cl-].[Cl-].[Cl-].[Al+3], predict the reaction product. The product is: [OH:19][C:15]1[CH:14]=[C:13]([C:8]2[CH:9]=[N:10][C:11]3[C:6]([CH:7]=2)=[CH:5][CH:4]=[C:3]([OH:2])[CH:12]=3)[CH:18]=[CH:17][CH:16]=1. (6) Given the reactants [F:1][C:2]1[CH:7]=[CH:6][C:5](/[CH:8]=[CH:9]/[CH2:10][O:11][CH2:12][CH2:13][CH2:14][N:15]2[CH2:19][CH2:18][CH2:17][CH2:16]2)=[CH:4][CH:3]=1, predict the reaction product. The product is: [F:1][C:2]1[CH:7]=[CH:6][C:5]([CH2:8][CH2:9][CH2:10][O:11][CH2:12][CH2:13][CH2:14][N:15]2[CH2:16][CH2:17][CH2:18][CH2:19]2)=[CH:4][CH:3]=1.